This data is from Reaction yield outcomes from USPTO patents with 853,638 reactions. The task is: Predict the reaction yield, written as a fraction of the theoretical maximum amount of product (1.0 means a 100% yield; for example, 0.34 means a 34% yield). (1) The reactants are C[O:2][C:3]1[CH:11]=[CH:10][CH:9]=[C:8]2[C:4]=1[CH2:5][NH:6][CH2:7]2.[BrH:12]. No catalyst specified. The product is [BrH:12].[OH:2][C:3]1[CH:11]=[CH:10][CH:9]=[C:8]2[C:4]=1[CH2:5][NH:6][CH2:7]2. The yield is 0.780. (2) The product is [Cl:11][C:12]1[C:19]([CH3:20])=[CH:18][CH:17]=[CH:16][C:13]=1[CH:14]=[O:15]. The catalyst is C(Cl)Cl. The reactants are C(Cl)(=O)C(Cl)=O.CS(C)=O.[Cl:11][C:12]1[C:19]([CH3:20])=[CH:18][CH:17]=[CH:16][C:13]=1[CH2:14][OH:15].C(N(CC)CC)C. The yield is 0.914. (3) The catalyst is C1COCC1. The product is [CH3:12][NH:11][S:8]([C:5]1[CH:6]=[CH:7][C:2]([B:13]([OH:18])[OH:14])=[CH:3][CH:4]=1)(=[O:10])=[O:9]. The yield is 0.960. The reactants are Br[C:2]1[CH:7]=[CH:6][C:5]([S:8]([NH:11][CH3:12])(=[O:10])=[O:9])=[CH:4][CH:3]=1.[B:13](OC(C)C)([O:18]C(C)C)[O:14]C(C)C.[Li]CCCC.Cl. (4) The yield is 0.870. The reactants are [Cl:1][C:2]1[C:7]([CH:8]=[O:9])=[CH:6][N:5]=[C:4]2[NH:10][CH:11]=[CH:12][C:3]=12.[H-].[Na+].[CH3:15][C:16]1[CH:21]=[CH:20][C:19]([S:22](Cl)(=[O:24])=[O:23])=[CH:18][CH:17]=1. The catalyst is CN(C=O)C. The product is [Cl:1][C:2]1[C:7]([CH:8]=[O:9])=[CH:6][N:5]=[C:4]2[N:10]([S:22]([C:19]3[CH:20]=[CH:21][C:16]([CH3:15])=[CH:17][CH:18]=3)(=[O:24])=[O:23])[CH:11]=[CH:12][C:3]=12. (5) The reactants are [CH3:1][O:2][N:3]=[C:4]1[CH2:8][N:7]([C:9]([O:11]C(C)(C)C)=O)[C@H:6]([C:16]([O:18][CH3:19])=[O:17])[CH2:5]1.[N:20]1[CH:25]=[CH:24][CH:23]=[CH:22][C:21]=1[C:26]1[CH:34]=[CH:33][C:29](C(O)=O)=[CH:28][CH:27]=1. No catalyst specified. The product is [CH3:1][O:2][N:3]=[C:4]1[CH2:8][N:7]([C:9](=[O:11])[C:29]2[CH:28]=[CH:27][C:26]([C:21]3[CH:22]=[CH:23][CH:24]=[CH:25][N:20]=3)=[CH:34][CH:33]=2)[C@H:6]([C:16]([O:18][CH3:19])=[O:17])[CH2:5]1. The yield is 0.450. (6) The reactants are [C:1]([C:4]1([NH:7][C:8]([C:10]2([NH:13][C:14]([C:16]3[N:20]4[C@@:21]([CH2:34][C:35]5[CH:40]=[CH:39][C:38]([C:41]#[N:42])=[CH:37][CH:36]=5)([CH3:33])[C:22](=[O:32])[N:23]([C:24]5[CH:29]=[C:28]([Cl:30])[CH:27]=[C:26]([Cl:31])[CH:25]=5)[C:19]4=[N:18][CH:17]=3)=[O:15])[CH2:12][CH2:11]2)=[O:9])[CH2:6][CH2:5]1)(=[S:3])[NH2:2].[CH2:43](OC(OCC)CBr)[CH3:44].Cl.O1CCOCC1. The catalyst is CC(C)=O. The product is [S:3]1[CH:44]=[CH:43][N:2]=[C:1]1[C:4]1([NH:7][C:8]([C:10]2([NH:13][C:14]([C:16]3[N:20]4[C@@:21]([CH2:34][C:35]5[CH:40]=[CH:39][C:38]([C:41]#[N:42])=[CH:37][CH:36]=5)([CH3:33])[C:22](=[O:32])[N:23]([C:24]5[CH:25]=[C:26]([Cl:31])[CH:27]=[C:28]([Cl:30])[CH:29]=5)[C:19]4=[N:18][CH:17]=3)=[O:15])[CH2:12][CH2:11]2)=[O:9])[CH2:6][CH2:5]1. The yield is 0.310.